Task: Regression. Given a peptide amino acid sequence and an MHC pseudo amino acid sequence, predict their binding affinity value. This is MHC class I binding data.. Dataset: Peptide-MHC class I binding affinity with 185,985 pairs from IEDB/IMGT (1) The peptide sequence is ILGPPGSVY. The MHC is HLA-B27:05 with pseudo-sequence HLA-B27:05. The binding affinity (normalized) is 0.0847. (2) The peptide sequence is QMPRQTGGFF. The MHC is Mamu-A11 with pseudo-sequence Mamu-A11. The binding affinity (normalized) is 0.319. (3) The peptide sequence is MVQVHSQGR. The MHC is HLA-A03:01 with pseudo-sequence HLA-A03:01. The binding affinity (normalized) is 0. (4) The peptide sequence is VMPEKRNVVV. The MHC is HLA-A68:02 with pseudo-sequence HLA-A68:02. The binding affinity (normalized) is 0.185. (5) The peptide sequence is TMMRHRREL. The MHC is HLA-B57:01 with pseudo-sequence HLA-B57:01. The binding affinity (normalized) is 0.0847.